From a dataset of Full USPTO retrosynthesis dataset with 1.9M reactions from patents (1976-2016). Predict the reactants needed to synthesize the given product. (1) Given the product [C:3]([C:5]1[CH:10]=[CH:9][C:8]([N:11]([CH2:19][C:49]2[C:50](=[O:54])[CH2:51][CH2:52][CH2:53][C:48]=2[NH:47][C:45]2[CH:44]=[CH:43][N:42]=[C:41]([C:40]([F:39])([F:55])[F:56])[CH:46]=2)[C:12](=[O:18])[O:13][C:14]([CH3:17])([CH3:16])[CH3:15])=[C:7]([S:29]([CH3:32])(=[O:30])=[O:31])[CH:6]=1)#[N:4], predict the reactants needed to synthesize it. The reactants are: [H-].[Na+].[C:3]([C:5]1[CH:10]=[CH:9][C:8]([N:11]([CH2:19]S(C2C=CC=CC=2)(=O)=O)[C:12](=[O:18])[O:13][C:14]([CH3:17])([CH3:16])[CH3:15])=[C:7]([S:29]([CH3:32])(=[O:31])=[O:30])[CH:6]=1)#[N:4].CC1CCCO1.[F:39][C:40]([F:56])([F:55])[C:41]1[CH:46]=[C:45]([NH:47][C:48]2[CH2:53][CH2:52][CH2:51][C:50](=[O:54])[CH:49]=2)[CH:44]=[CH:43][N:42]=1. (2) Given the product [CH3:1][O:2][C:3]1[C:23]2[C:22]3([CH2:27][CH2:26][CH2:25][CH2:24]3)[N:10]3[CH2:11][CH2:12][C:13]4[C:18]([CH:9]3[CH2:8][C:7]=2[CH:6]=[CH:5][C:4]=1[O:28][CH3:29])=[CH:17][C:16]1[O:19][CH2:20][O:21][C:15]=1[CH:14]=4, predict the reactants needed to synthesize it. The reactants are: [CH3:1][O:2][C:3]1[C:23]2[C:22]3([CH2:27][CH:26]=[CH:25][CH2:24]3)[N:10]3[CH2:11][CH2:12][C:13]4[C:18]([CH:9]3[CH2:8][C:7]=2[CH:6]=[CH:5][C:4]=1[O:28][CH3:29])=[CH:17][C:16]1[O:19][CH2:20][O:21][C:15]=1[CH:14]=4.[BH4-].[Na+]. (3) The reactants are: [CH3:1][C:2]1[CH:7]=[C:6]([CH3:8])[CH:5]=[C:4]([CH3:9])[C:3]=1[N:10]=[C:11]=[O:12].[NH2:13][C:14]1[CH:15]=[C:16]([C:32]2[CH:37]=[CH:36][C:35]([O:38][CH3:39])=[CH:34][CH:33]=2)[CH:17]=[CH:18][C:19]=1[C:20]([NH:22][C@H:23]([C:28]([O:30][CH3:31])=[O:29])[C:24]([CH3:27])([CH3:26])[CH3:25])=[O:21].CCCCCC.C(OCC)(=O)C. Given the product [CH3:25][C:24]([CH3:27])([CH3:26])[C@@H:23]([C:28]([O:30][CH3:31])=[O:29])[NH:22][C:20]([C:19]1[CH:18]=[CH:17][C:16]([C:32]2[CH:37]=[CH:36][C:35]([O:38][CH3:39])=[CH:34][CH:33]=2)=[CH:15][C:14]=1[NH:13][C:11]([NH:10][C:3]1[C:2]([CH3:1])=[CH:7][C:6]([CH3:8])=[CH:5][C:4]=1[CH3:9])=[O:12])=[O:21], predict the reactants needed to synthesize it. (4) Given the product [Cl:1][C:2]1[C:4]([C:5]([O:7][CH2:8][CH3:9])=[O:6])=[C:10]([CH3:23])[N:22]=[C:21]2[N:17]([CH2:15][CH3:16])[N:18]=[CH:19][C:3]=12, predict the reactants needed to synthesize it. The reactants are: [Cl:1][C:2](=[C:4]([C:10](OCC)=O)[C:5]([O:7][CH2:8][CH3:9])=[O:6])[CH3:3].[CH2:15]([N:17]1[C:21]([NH2:22])=C[CH:19]=[N:18]1)[CH3:16].[CH2:23](N(CC)CC)C. (5) Given the product [Cl:37][C:38]1[CH:43]=[CH:42][CH:41]=[CH:40][C:39]=1[NH:44][C:45]([NH:36][C:33]1[CH:34]=[C:35]2[C:30](=[CH:31][CH:32]=1)[NH:29][N:28]=[C:27]2[C:24]1[CH:25]=[CH:26][C:21]([N:18]2[CH2:19][CH2:20][O:15][CH2:16][CH2:17]2)=[CH:22][CH:23]=1)=[O:46].[C:3]([OH:5])([C:2]([F:7])([F:6])[F:1])=[O:4], predict the reactants needed to synthesize it. The reactants are: [F:1][C:2]([F:7])([F:6])[C:3]([OH:5])=[O:4].FC(F)(F)C(O)=O.[O:15]1[CH2:20][CH2:19][N:18]([C:21]2[CH:26]=[CH:25][C:24]([C:27]3[C:35]4[C:30](=[CH:31][CH:32]=[C:33]([NH2:36])[CH:34]=4)[NH:29][N:28]=3)=[CH:23][CH:22]=2)[CH2:17][CH2:16]1.[Cl:37][C:38]1[CH:43]=[CH:42][CH:41]=[CH:40][C:39]=1[N:44]=[C:45]=[O:46].CCN(C(C)C)C(C)C.